From a dataset of Catalyst prediction with 721,799 reactions and 888 catalyst types from USPTO. Predict which catalyst facilitates the given reaction. (1) Reactant: [OH:1][C:2]1[C:3]([C:12](=[O:14])[CH3:13])=[N:4][C:5]2[C:10]([CH:11]=1)=[CH:9][CH:8]=[CH:7][CH:6]=2.C(N(CC)CC)C.[C:22]1([CH3:32])[CH:27]=[CH:26][C:25]([S:28](Cl)(=[O:30])=[O:29])=[CH:24][CH:23]=1. The catalyst class is: 4. Product: [C:12]([C:3]1[C:2]([O:1][S:28]([C:25]2[CH:26]=[CH:27][C:22]([CH3:32])=[CH:23][CH:24]=2)(=[O:30])=[O:29])=[CH:11][C:10]2[C:5](=[CH:6][CH:7]=[CH:8][CH:9]=2)[N:4]=1)(=[O:14])[CH3:13]. (2) Reactant: [C:1]1([C:7]2[N:8]([N:18]=[C:19]([CH3:23])[C:20](=O)[CH3:21])[C:9]([C:12]3[CH:17]=[CH:16][CH:15]=[CH:14][CH:13]=3)=[CH:10][CH:11]=2)[CH:6]=[CH:5][CH:4]=[CH:3][CH:2]=1.CN(C=O)C.[C:29]1([C:35]2[N:36]([NH2:46])[C:37]([C:40]3[CH:45]=[CH:44][CH:43]=[CH:42][CH:41]=3)=[CH:38][CH:39]=2)[CH:34]=[CH:33][CH:32]=[CH:31][CH:30]=1.C1(C)C=CC(S(O)(=O)=O)=CC=1. Product: [C:1]1([C:7]2[N:8]([N:18]=[C:19]([C:20](=[N:46][N:36]3[C:37]([C:40]4[CH:45]=[CH:44][CH:43]=[CH:42][CH:41]=4)=[CH:38][CH:39]=[C:35]3[C:29]3[CH:30]=[CH:31][CH:32]=[CH:33][CH:34]=3)[CH3:21])[CH3:23])[C:9]([C:12]3[CH:17]=[CH:16][CH:15]=[CH:14][CH:13]=3)=[CH:10][CH:11]=2)[CH:6]=[CH:5][CH:4]=[CH:3][CH:2]=1. The catalyst class is: 11. (3) Reactant: Cl[C:2]1[N:7]=[CH:6][CH:5]=[CH:4][N:3]=1.[NH:8]1[CH2:14][CH2:13][CH2:12][NH:11][CH2:10][CH2:9]1. Product: [N:3]1[CH:4]=[CH:5][CH:6]=[N:7][C:2]=1[N:8]1[CH2:14][CH2:13][CH2:12][NH:11][CH2:10][CH2:9]1. The catalyst class is: 14. (4) Reactant: [Cl:1][C:2]1[CH:3]=[CH:4][C:5]([O:15][CH3:16])=[C:6]([C:8]2[N:12]([CH3:13])[N:11]=[CH:10][C:9]=2[NH2:14])[CH:7]=1.[N:17]1[N:21]2[CH:22]=[CH:23][CH:24]=[N:25][C:20]2=[C:19]([C:26](O)=[O:27])[CH:18]=1.F[P-](F)(F)(F)(F)F.N1(O[P+](N2CCCC2)(N2CCCC2)N2CCCC2)C2N=CC=CC=2N=N1.C(N(CC)C(C)C)(C)C. Product: [Cl:1][C:2]1[CH:3]=[CH:4][C:5]([O:15][CH3:16])=[C:6]([C:8]2[N:12]([CH3:13])[N:11]=[CH:10][C:9]=2[NH:14][C:26]([C:19]2[CH:18]=[N:17][N:21]3[CH:22]=[CH:23][CH:24]=[N:25][C:20]=23)=[O:27])[CH:7]=1. The catalyst class is: 468. (5) Reactant: [Cl:1][C:2]1[CH:7]=[CH:6][CH:5]=[CH:4][C:3]=1[C:8]1[CH:9]=[C:10]([C:13]([NH:15][NH2:16])=[O:14])[NH:11][N:12]=1.[OH:17][C:18]1[CH:19]=[C:20]([CH:23]=[CH:24][C:25]=1[O:26][CH3:27])[CH:21]=O. Product: [OH:17][C:18]1[CH:19]=[C:20]([CH:21]=[N:16][NH:15][C:13]([C:10]2[NH:11][N:12]=[C:8]([C:3]3[CH:4]=[CH:5][CH:6]=[CH:7][C:2]=3[Cl:1])[CH:9]=2)=[O:14])[CH:23]=[CH:24][C:25]=1[O:26][CH3:27]. The catalyst class is: 8. (6) Reactant: [C:1]1([C:7]2([CH2:13][O:14][CH2:15][C:16]3[CH:17]=[C:18]([C:26]4[CH:31]=[CH:30][C:29]([C:32]#[N:33])=[CH:28][CH:27]=4)[CH:19]=[C:20]([C:22]([F:25])([F:24])[F:23])[CH:21]=3)[CH2:12][CH2:11][NH:10][CH2:9][CH2:8]2)[CH:6]=[CH:5][CH:4]=[CH:3][CH:2]=1.C=O.[C:36]([BH3-])#N.[Na+]. Product: [CH3:36][N:10]1[CH2:11][CH2:12][C:7]([CH2:13][O:14][CH2:15][C:16]2[CH:17]=[C:18]([C:26]3[CH:31]=[CH:30][C:29]([C:32]#[N:33])=[CH:28][CH:27]=3)[CH:19]=[C:20]([C:22]([F:24])([F:25])[F:23])[CH:21]=2)([C:1]2[CH:2]=[CH:3][CH:4]=[CH:5][CH:6]=2)[CH2:8][CH2:9]1. The catalyst class is: 477.